From a dataset of Catalyst prediction with 721,799 reactions and 888 catalyst types from USPTO. Predict which catalyst facilitates the given reaction. (1) Reactant: [OH:1][CH:2]1[CH2:7][CH2:6][CH2:5][CH2:4][O:3]1.[NH2:8][C:9]([NH2:11])=[O:10].[NH3:12]. Product: [OH:1][CH:2]1[CH2:7][CH2:6][CH2:5][CH2:4][O:3]1.[NH2:8][C:9]([NH2:11])=[O:10].[NH3:12]. The catalyst class is: 6. (2) Reactant: [F:1][C:2]1[C:3]([N+:15]([O-])=O)=[CH:4][C:5]([N+:12]([O-])=O)=[C:6]([CH2:8][C:9]([OH:11])=[O:10])[CH:7]=1.[H][H]. Product: [NH2:12][C:5]1[CH:4]=[C:3]([NH2:15])[C:2]([F:1])=[CH:7][C:6]=1[CH2:8][C:9]([OH:11])=[O:10]. The catalyst class is: 19. (3) Reactant: [Br:1][C:2]1[CH:3]=[CH:4][C:5]([CH2:19][CH3:20])=[C:6]([CH:8]2[C:10]3([C:14](=[O:15])[C:13]([CH3:17])([CH3:16])[O:12][CH:11]3[CH3:18])[O:9]2)[CH:7]=1. Product: [Br:1][C:2]1[CH:3]=[CH:4][C:5]([CH2:19][CH3:20])=[C:6]([CH:8]2[C:10](=[O:9])[CH:11]([CH3:18])[O:12][C:13]([CH3:17])([CH3:16])[C:14]2=[O:15])[CH:7]=1. The catalyst class is: 26. (4) Reactant: C[O:2][C:3](=[O:19])[CH:4]([C:11]1[CH:16]=[CH:15][CH:14]=[C:13]([O:17][CH3:18])[CH:12]=1)[CH2:5][CH:6]1[CH2:10][CH2:9][CH2:8][CH2:7]1.[OH-].[Na+].O. Product: [CH:6]1([CH2:5][CH:4]([C:11]2[CH:16]=[CH:15][CH:14]=[C:13]([O:17][CH3:18])[CH:12]=2)[C:3]([OH:19])=[O:2])[CH2:10][CH2:9][CH2:8][CH2:7]1. The catalyst class is: 670. (5) Reactant: C1(P(C2C=CC=CC=2)C2C=CC=CC=2)C=CC=CC=1.[Br:20][CH2:21][C@H:22]([CH3:25])[CH2:23][OH:24].CCOC(/N=N/C(OCC)=O)=O.[NH2:38][C:39]1[C:40]([C:44]2[N:45]([CH2:55][CH3:56])[C:46]3[C:51](O)=[CH:50][N:49]=[C:48]([Cl:53])[C:47]=3[N:54]=2)=[N:41][O:42][N:43]=1. Product: [Br:20][CH2:21][C@H:22]([CH3:25])[CH2:23][O:24][C:51]1[C:46]2[N:45]([CH2:55][CH3:56])[C:44]([C:40]3[C:39]([NH2:38])=[N:43][O:42][N:41]=3)=[N:54][C:47]=2[C:48]([Cl:53])=[N:49][CH:50]=1. The catalyst class is: 410. (6) Reactant: [SH:1][C:2]1[N:7]=[CH:6][CH:5]=[CH:4][N:3]=1.F[C:9]1[CH:14]=[CH:13][CH:12]=[CH:11][C:10]=1[N+:15]([O-:17])=[O:16].C(=O)([O-])[O-].[K+].[K+]. Product: [N+:15]([C:10]1[CH:11]=[CH:12][CH:13]=[CH:14][C:9]=1[S:1][C:2]1[N:7]=[CH:6][CH:5]=[CH:4][N:3]=1)([O-:17])=[O:16]. The catalyst class is: 3.